This data is from Full USPTO retrosynthesis dataset with 1.9M reactions from patents (1976-2016). The task is: Predict the reactants needed to synthesize the given product. (1) The reactants are: [F:1][C:2]([F:7])([F:6])[C:3]([OH:5])=[O:4].[N:8]1(C(OC(C)(C)C)=O)[CH2:12][CH2:11][C@H:10]([C:13]([O:15][CH2:16][C:17]2[CH:22]=[CH:21][CH:20]=[CH:19][CH:18]=2)=[O:14])[CH2:9]1. Given the product [F:1][C:2]([F:7])([F:6])[C:3]([OH:5])=[O:4].[NH:8]1[CH2:12][CH2:11][C@H:10]([C:13]([O:15][CH2:16][C:17]2[CH:22]=[CH:21][CH:20]=[CH:19][CH:18]=2)=[O:14])[CH2:9]1, predict the reactants needed to synthesize it. (2) Given the product [OH-:17].[NH4+:1].[CH2:10]([O:17][C:18]1[CH:23]=[CH:22][C:21]([NH:24][C:2]2[N:4]=[C:5]([NH:42][CH:35]3[CH2:41][CH2:40][CH2:39][CH2:38][CH2:37][CH2:36]3)[N:7]=[C:8]([NH:50][CH:47]3[CH2:48][CH2:49][N:44]([CH3:43])[CH2:45][CH2:46]3)[N:1]=2)=[CH:20][C:19]=1[Cl:25])[C:11]1[CH:12]=[CH:13][CH:14]=[CH:15][CH:16]=1, predict the reactants needed to synthesize it. The reactants are: [N:1]1[C:8](Cl)=[N:7][C:5](Cl)=[N:4][C:2]=1Cl.[CH2:10]([O:17][C:18]1[CH:23]=[CH:22][C:21]([NH2:24])=[CH:20][C:19]=1[Cl:25])[C:11]1[CH:16]=[CH:15][CH:14]=[CH:13][CH:12]=1.C(N(C(C)C)CC)(C)C.[CH:35]1([NH2:42])[CH2:41][CH2:40][CH2:39][CH2:38][CH2:37][CH2:36]1.[CH3:43][N:44]1[CH2:49][CH2:48][CH:47]([NH:50]C)[CH2:46][CH2:45]1. (3) Given the product [C:1]([C:5]1[CH:13]=[C:12]2[C:8](=[C:7]([C:25]3[CH:30]=[CH:29][CH:28]=[CH:27][CH:26]=3)[C:6]=1[O:19][CH3:20])[CH2:9][C:10]([CH2:15][CH:16]([CH3:18])[CH3:17])=[CH:11]2)([CH3:3])([CH3:2])[CH3:4], predict the reactants needed to synthesize it. The reactants are: [C:1]([C:5]1[CH:13]=[C:12]2[C:8]([CH2:9][CH:10]([CH2:15][CH:16]([CH3:18])[CH3:17])[C:11]2=O)=[CH:7][C:6]=1[O:19][CH3:20])([CH3:4])([CH3:3])[CH3:2].C([C:25]1[CH:30]=[CH:29][CH:28]=[CH:27][C:26]=1OC)(C)(C)C.C(C(=C)C(O)=O)C(C)C.C1(=O)C2C(=CC=CC=2)CC1. (4) Given the product [CH:4]1[C:5]2[N:6]([C:16]3[CH:21]=[CH:20][C:19]4[N:6]([C:40]5[CH:39]=[CH:12][CH:7]=[CH:8][CH:9]=5)[C:5]5[C:13]([C:18]=4[CH:17]=3)=[CH:14][C:2]([N:33]3[C:32]4[CH:31]=[CH:30][CH:29]=[CH:28][C:27]=4[C:26]4[C:34]3=[CH:22][CH:23]=[CH:24][CH:25]=4)=[CH:3][CH:4]=5)[C:7]3[C:12](=[CH:11][CH:10]=[CH:9][CH:8]=3)[C:13]=2[CH:14]=[CH:2][CH:3]=1, predict the reactants needed to synthesize it. The reactants are: Br[C:2]1[CH:3]=[CH:4][C:5]2[N:6]([C:16]3[CH:21]=[CH:20][CH:19]=[CH:18][CH:17]=3)[C:7]3[C:12]([C:13]=2[CH:14]=1)=[CH:11][C:10](Br)=[CH:9][CH:8]=3.[CH:22]1[C:34]2[NH:33][C:32]3[C:27](=[CH:28][CH:29]=[CH:30][CH:31]=3)[C:26]=2[CH:25]=[CH:24][CH:23]=1.C(O[CH2:39][CH3:40])(=O)C. (5) Given the product [Cl:14][C:7]1[CH:6]=[C:5]([C:2]([N:15]2[CH2:20][CH2:19][CH2:18][CH2:17][CH2:16]2)([CH3:4])[CH3:3])[CH:10]=[C:9]([N+:11]([O-:13])=[O:12])[CH:8]=1, predict the reactants needed to synthesize it. The reactants are: Br[C:2]([C:5]1[CH:10]=[C:9]([N+:11]([O-:13])=[O:12])[CH:8]=[C:7]([Cl:14])[CH:6]=1)([CH3:4])[CH3:3].[NH:15]1[CH2:20][CH2:19][CH2:18][CH2:17][CH2:16]1. (6) Given the product [Br:1][C:2]1[C:7]([CH3:8])=[CH:6][C:5]([O:9][CH2:14][C:15]#[C:16][CH2:17][CH3:18])=[CH:4][C:3]=1[CH3:10], predict the reactants needed to synthesize it. The reactants are: [Br:1][C:2]1[C:7]([CH3:8])=[CH:6][C:5]([OH:9])=[CH:4][C:3]=1[CH3:10].[H-].[Na+].Br[CH2:14][C:15]#[C:16][CH2:17][CH3:18].Cl. (7) Given the product [Cl:8][C:5]1[N:4]=[CH:3][C:2]([C:21]2[CH:22]=[C:23]([C:24]3[CH:29]=[CH:28][CH:27]=[CH:26][N:25]=3)[C:17]3[S:16][C:15]([NH:14][C:12]([NH:11][CH2:9][CH3:10])=[O:13])=[N:19][C:18]=3[CH:20]=2)=[CH:7][N:6]=1, predict the reactants needed to synthesize it. The reactants are: Br[C:2]1[CH:3]=[N:4][C:5]([Cl:8])=[N:6][CH:7]=1.[CH2:9]([NH:11][C:12]([NH:14][C:15]1[S:16][C:17]2[C:23]([C:24]3[CH:29]=[CH:28][CH:27]=[CH:26][N:25]=3)=[CH:22][C:21](C3C=NC(B(O)O)=NC=3)=[CH:20][C:18]=2[N:19]=1)=[O:13])[CH3:10].[O-]P([O-])([O-])=O.[K+].[K+].[K+]. (8) Given the product [CH3:75][N:39]1[C@@H:40]([CH:49]([O:65][C@@H:66]2[O:70][C@H:69]([CH2:71][NH2:72])[C@@H:68]([OH:73])[C@H:67]2[OH:74])[C@H:50]2[O:54][C@@H:53]([N:55]3[C:61](=[O:62])[NH:60][C:58](=[O:59])[CH:57]=[CH:56]3)[C@H:52]([OH:63])[C@@H:51]2[OH:64])[C:41](=[O:42])[N:43]([CH3:48])[C:44]([C:45]([OH:47])=[O:46])=[CH:37][CH2:38]1, predict the reactants needed to synthesize it. The reactants are: C[C@@H]1O[C@@H](OC(C[C@H](CC(O[C@H](CC(O[C@@H:37]2[C@@H:44]([C:45]([OH:47])=[O:46])[N:43]([CH3:48])[C:41](=[O:42])[C@H:40]([C@H:49]([O:65][C@@H:66]3[O:70][C@H:69]([CH2:71][NH2:72])[C@@H:68]([OH:73])[C@H:67]3[OH:74])[C@H:50]3[O:54][C@@H:53]([N:55]4[C:61](=[O:62])[NH:60][C:58](=[O:59])[CH:57]=[CH:56]4)[C@H:52]([OH:63])[C@@H:51]3[OH:64])[N:39]([CH3:75])[CH2:38]2)=O)CCCCCCCCCCCC(C)C)=O)C)=O)[C@H](OC)[C@H](OC)[C@H]1OC. (9) Given the product [CH2:26]([O:28][C:29]([C@@H:31]1[CH2:33][C@@H:32]1[C:34]1[CH:39]=[CH:38][C:37]([C:2]2[CH:7]=[CH:6][C:5]([C:8]3[O:12][N:11]=[C:10]([CH3:13])[C:9]=3[CH2:14][C:15]([F:25])([F:24])[CH2:16][CH2:17][C:18]3[CH:23]=[CH:22][CH:21]=[CH:20][CH:19]=3)=[CH:4][CH:3]=2)=[CH:36][CH:35]=1)=[O:30])[CH3:27], predict the reactants needed to synthesize it. The reactants are: Br[C:2]1[CH:7]=[CH:6][C:5]([C:8]2[O:12][N:11]=[C:10]([CH3:13])[C:9]=2[CH2:14][C:15]([F:25])([F:24])[CH2:16][CH2:17][C:18]2[CH:23]=[CH:22][CH:21]=[CH:20][CH:19]=2)=[CH:4][CH:3]=1.[CH2:26]([O:28][C:29]([C@@H:31]1[CH2:33][C@@H:32]1[C:34]1[CH:39]=[CH:38][C:37](B2OC(C)(C)C(C)(C)O2)=[CH:36][CH:35]=1)=[O:30])[CH3:27]. (10) Given the product [NH2:7][CH:8]([CH2:9][C:10]1[CH:15]=[CH:14][CH:13]=[CH:12][CH:11]=1)[C:16]([NH:17][CH2:18][C:19]1[CH:20]=[CH:21][C:22]([O:25][C:26]2[CH:35]=[CH:34][C:29]3[B:30]([OH:33])[O:31][CH2:32][C:28]=3[CH:27]=2)=[CH:23][CH:24]=1)=[O:36], predict the reactants needed to synthesize it. The reactants are: C(OC(=O)[NH:7][CH:8]([C:16](=[O:36])[NH:17][CH2:18][C:19]1[CH:24]=[CH:23][C:22]([O:25][C:26]2[CH:35]=[CH:34][C:29]3[B:30]([OH:33])[O:31][CH2:32][C:28]=3[CH:27]=2)=[CH:21][CH:20]=1)[CH2:9][C:10]1[CH:15]=[CH:14][CH:13]=[CH:12][CH:11]=1)(C)(C)C.Cl.